This data is from Catalyst prediction with 721,799 reactions and 888 catalyst types from USPTO. The task is: Predict which catalyst facilitates the given reaction. (1) Reactant: [N:1]([C:4]([O:6][CH2:7][CH3:8])=[O:5])=[C:2]=S.[Br:9][C:10]1[CH:15]=[CH:14][C:13]([NH2:16])=[CH:12][CH:11]=1.C(N(CC)CC)C.[NH:24]1[CH:28]=[C:27]([C:29]([O:31][CH2:32][CH3:33])=[O:30])[CH:26]=[N:25]1.CCN=C=NCCCN(C)C.Cl. Product: [CH2:32]([O:31][C:29]([C:27]1[CH:28]=[N:24][N:25]([C:2](=[N:16][C:13]2[CH:14]=[CH:15][C:10]([Br:9])=[CH:11][CH:12]=2)[NH:1][C:4]([O:6][CH2:7][CH3:8])=[O:5])[CH:26]=1)=[O:30])[CH3:33]. The catalyst class is: 2. (2) Reactant: C([O:8][C:9](=[O:17])[NH:10][CH2:11][CH2:12][C:13](O)([CH3:15])[CH3:14])C1C=CC=CC=1.[H-].[Na+].C([O-])(O)=O.[Na+]. Product: [CH3:15][C:13]1([CH3:14])[O:17][C:9](=[O:8])[NH:10][CH2:11][CH2:12]1. The catalyst class is: 1. (3) The catalyst class is: 5. Reactant: [Cl:1][C:2]1[C:7]([O:8][C:9]2[CH:14]=[CH:13][CH:12]=[C:11]([Cl:15])[C:10]=2[Cl:16])=[CH:6][C:5]([NH2:17])=[C:4]([NH2:18])[CH:3]=1.[C:19](=S)=[S:20].O.C(O)(=O)C. Product: [Cl:1][C:2]1[C:7]([O:8][C:9]2[CH:14]=[CH:13][CH:12]=[C:11]([Cl:15])[C:10]=2[Cl:16])=[CH:6][C:5]2[N:17]=[C:19]([SH:20])[NH:18][C:4]=2[CH:3]=1. (4) Reactant: [NH2:1][C:2]1([C:23]([O:25]C)=[O:24])[CH2:7][CH2:6][N:5]([C:8]2[C:17]3[CH2:16][CH2:15][CH2:14][C:13]4([CH2:21][CH2:20][CH2:19][CH2:18]4)[C:12]=3[N:11]=[C:10]([NH2:22])[N:9]=2)[CH2:4][CH2:3]1.[OH-].[Na+]. Product: [NH2:1][C:2]1([C:23]([OH:25])=[O:24])[CH2:3][CH2:4][N:5]([C:8]2[C:17]3[CH2:16][CH2:15][CH2:14][C:13]4([CH2:21][CH2:20][CH2:19][CH2:18]4)[C:12]=3[N:11]=[C:10]([NH2:22])[N:9]=2)[CH2:6][CH2:7]1. The catalyst class is: 5. (5) Reactant: [CH2:1]([OH:4])[CH2:2][OH:3].[H-].[Na+].[C:7]([Si:11](Cl)([CH3:13])[CH3:12])([CH3:10])([CH3:9])[CH3:8]. Product: [Si:11]([O:3][CH2:2][CH2:1][OH:4])([C:7]([CH3:10])([CH3:9])[CH3:8])([CH3:13])[CH3:12]. The catalyst class is: 165. (6) Reactant: [F:1][CH:2]([F:23])[O:3][C:4]1[CH:9]=[CH:8][C:7]([C:10]2[CH:18]=[CH:17][CH:16]=[C:15]3[C:11]=2[CH2:12][CH2:13][C:14]3=[O:19])=[C:6]([OH:20])[C:5]=1[O:21][CH3:22].C(=O)([O-])[O-].[K+].[K+].Br[CH2:31][C:32]1([CH2:36][O:37][CH3:38])[CH2:35][O:34][CH2:33]1. Product: [F:1][CH:2]([F:23])[O:3][C:4]1[CH:9]=[CH:8][C:7]([C:10]2[CH:18]=[CH:17][CH:16]=[C:15]3[C:11]=2[CH2:12][CH2:13][C:14]3=[O:19])=[C:6]([O:20][CH2:31][C:32]2([CH2:36][O:37][CH3:38])[CH2:35][O:34][CH2:33]2)[C:5]=1[O:21][CH3:22]. The catalyst class is: 10.